This data is from Catalyst prediction with 721,799 reactions and 888 catalyst types from USPTO. The task is: Predict which catalyst facilitates the given reaction. Reactant: C1(C(C2C=CC=CC=2)([C@@H]2CCCN2)O)C=CC=CC=1.COB(OC)OC.CSC.B.[Br:31][C:32]1[N:37]=[C:36]([C:38](=[O:43])[CH2:39][CH2:40][CH2:41][CH3:42])[CH:35]=[CH:34][CH:33]=1. Product: [Br:31][C:32]1[N:37]=[C:36]([C@H:38]([OH:43])[CH2:39][CH2:40][CH2:41][CH3:42])[CH:35]=[CH:34][CH:33]=1. The catalyst class is: 1.